Dataset: Catalyst prediction with 721,799 reactions and 888 catalyst types from USPTO. Task: Predict which catalyst facilitates the given reaction. (1) Product: [O:9]=[C:6]1[CH2:5][CH2:4][C:3]([CH2:2][O:1][S:23]([C:22]([F:35])([F:34])[F:21])(=[O:25])=[O:24])([C:10]([O:12][CH2:13][CH3:14])=[O:11])[CH2:8][CH2:7]1. Reactant: [OH:1][CH2:2][C:3]1([C:10]([O:12][CH2:13][CH3:14])=[O:11])[CH2:8][CH2:7][C:6](=[O:9])[CH2:5][CH2:4]1.N1C=CC=CC=1.[F:21][C:22]([F:35])([F:34])[S:23](O[S:23]([C:22]([F:35])([F:34])[F:21])(=[O:25])=[O:24])(=[O:25])=[O:24]. The catalyst class is: 2. (2) Reactant: [C:1]([O:5][C:6]([NH:8][C@H:9]([CH2:29][OH:30])[CH2:10][C:11]1[CH:28]=[CH:27][C:14]([O:15][CH2:16][C:17]2[CH:26]=[CH:25][C:20]([C:21]([O:23][CH3:24])=[O:22])=[CH:19][CH:18]=2)=[CH:13][CH:12]=1)=[O:7])([CH3:4])([CH3:3])[CH3:2].CC(OI1(OC(C)=O)(OC(C)=O)OC(=O)C2C=CC=CC1=2)=O. Product: [C:1]([O:5][C:6]([NH:8][C@H:9]([CH:29]=[O:30])[CH2:10][C:11]1[CH:28]=[CH:27][C:14]([O:15][CH2:16][C:17]2[CH:18]=[CH:19][C:20]([C:21]([O:23][CH3:24])=[O:22])=[CH:25][CH:26]=2)=[CH:13][CH:12]=1)=[O:7])([CH3:4])([CH3:3])[CH3:2]. The catalyst class is: 2. (3) Reactant: [CH3:1][O:2][C:3]1[CH:8]=[CH:7][C:6]([C:9]2[CH:14]=[CH:13][C:12]([CH2:15][CH2:16][O:17][C:18]3[CH:33]=[CH:32][C:21]([CH2:22][C:23]4([C:27]([O:29]CC)=[O:28])[CH2:26][CH2:25][CH2:24]4)=[CH:20][CH:19]=3)=[CH:11][CH:10]=2)=[CH:5][CH:4]=1.[OH-].[Na+].Cl. Product: [CH3:1][O:2][C:3]1[CH:4]=[CH:5][C:6]([C:9]2[CH:14]=[CH:13][C:12]([CH2:15][CH2:16][O:17][C:18]3[CH:19]=[CH:20][C:21]([CH2:22][C:23]4([C:27]([OH:29])=[O:28])[CH2:26][CH2:25][CH2:24]4)=[CH:32][CH:33]=3)=[CH:11][CH:10]=2)=[CH:7][CH:8]=1. The catalyst class is: 10. (4) Reactant: [NH2:1][C:2]1[C:7]2[C:8]([C:11]3[CH:16]=[CH:15][C:14]([O:17][C:18]4[CH:23]=[CH:22][CH:21]=[CH:20][CH:19]=4)=[CH:13][CH:12]=3)=[CH:9][S:10][C:6]=2[C:5](/[CH:24]=[CH:25]/[C:26]([O:28]C(C)(C)C)=[O:27])=[CH:4][N:3]=1.C1(C)C=CC=CC=1. Product: [NH2:1][C:2]1[C:7]2[C:8]([C:11]3[CH:12]=[CH:13][C:14]([O:17][C:18]4[CH:23]=[CH:22][CH:21]=[CH:20][CH:19]=4)=[CH:15][CH:16]=3)=[CH:9][S:10][C:6]=2[C:5](/[CH:24]=[CH:25]/[C:26]([OH:28])=[O:27])=[CH:4][N:3]=1. The catalyst class is: 281. (5) Reactant: [OH:1][C:2]1[C:11]2[C:6](=[CH:7][CH:8]=[CH:9][CH:10]=2)[N:5]=[C:4]([C:12]([OH:14])=O)[CH:3]=1.[CH2:15]([O:19][C:20]([N:22]1[CH2:27][CH2:26][N:25]([C:28](=[O:31])[CH2:29][NH2:30])[CH2:24][CH2:23]1)=[O:21])[CH2:16][CH2:17][CH3:18].C1C=CC2N(O)N=NC=2C=1.C(Cl)CCl. Product: [CH2:15]([O:19][C:20]([N:22]1[CH2:23][CH2:24][N:25]([C:28](=[O:31])[CH2:29][NH:30][C:12]([C:4]2[CH:3]=[C:2]([OH:1])[C:11]3[C:6](=[CH:7][CH:8]=[CH:9][CH:10]=3)[N:5]=2)=[O:14])[CH2:26][CH2:27]1)=[O:21])[CH2:16][CH2:17][CH3:18]. The catalyst class is: 18. (6) Reactant: [Cl:1][C:2]1[CH:17]=[CH:16][C:5]([CH2:6][C:7]2[CH2:11][CH2:10][C:9]([CH3:13])([CH3:12])[C:8]=2[CH:14]=[O:15])=[CH:4][CH:3]=1.C[O-:19].[Na+].OO.C1(C)C=CC=CC=1. Product: [Cl:1][C:2]1[CH:3]=[CH:4][C:5]([CH2:6][C:7]23[O:19][C:8]2([CH:14]=[O:15])[C:9]([CH3:13])([CH3:12])[CH2:10][CH2:11]3)=[CH:16][CH:17]=1. The catalyst class is: 24. (7) Reactant: [N+:1]([O-:8])([O:3][CH2:4][CH2:5][CH2:6][OH:7])=[O:2].[C:9](Cl)(Cl)=[O:10].[CH3:13][C:14]1[N:19]=[CH:18][C:17]2[CH:20]([C:23]3[CH:24]=[CH:25][C:26]([Cl:29])=[CH:27][CH:28]=3)[O:21][CH2:22][C:16]=2[C:15]=1[OH:30].C(N(C(C)C)CC)(C)C. Product: [C:9](=[O:10])([O:7][CH2:6][CH2:5][CH2:4][O:3][N+:1]([O-:8])=[O:2])[O:30][C:15]1[C:16]2[CH2:22][O:21][CH:20]([C:23]3[CH:24]=[CH:25][C:26]([Cl:29])=[CH:27][CH:28]=3)[C:17]=2[CH:18]=[N:19][C:14]=1[CH3:13]. The catalyst class is: 20. (8) Reactant: Cl[CH2:2][C:3]([NH:5][C:6]1[CH:11]=[CH:10][C:9]([CH:12]([CH3:18])[C:13]([O:15][CH2:16][CH3:17])=[O:14])=[CH:8][C:7]=1[OH:19])=[O:4].C(=O)([O-])[O-].[K+].[K+]. Product: [O:4]=[C:3]1[CH2:2][O:19][C:7]2[CH:8]=[C:9]([CH:12]([CH3:18])[C:13]([O:15][CH2:16][CH3:17])=[O:14])[CH:10]=[CH:11][C:6]=2[NH:5]1. The catalyst class is: 95. (9) The catalyst class is: 100. Reactant: C[O:2][C:3](=[O:47])[CH2:4][C@H:5]([OH:46])[CH2:6][C@H:7]([OH:45])[CH:8]=[CH:9][C:10]1[N:11]([CH:42]([CH3:44])[CH3:43])[C:12]([C:28](=[O:41])[NH:29][CH2:30][C:31]2[CH:36]=[CH:35][CH:34]=[C:33]([C:37]([O:39][CH3:40])=[O:38])[CH:32]=2)=[C:13]([C:22]2[CH:27]=[CH:26][CH:25]=[CH:24][CH:23]=2)[C:14]=1[C:15]1[CH:20]=[CH:19][C:18]([F:21])=[CH:17][CH:16]=1.C(O)C.O.[OH-].[Na+:53]. Product: [Na+:53].[F:21][C:18]1[CH:17]=[CH:16][C:15]([C:14]2[C:13]([C:22]3[CH:23]=[CH:24][CH:25]=[CH:26][CH:27]=3)=[C:12]([C:28](=[O:41])[NH:29][CH2:30][C:31]3[CH:36]=[CH:35][CH:34]=[C:33]([C:37]([O:39][CH3:40])=[O:38])[CH:32]=3)[N:11]([CH:42]([CH3:44])[CH3:43])[C:10]=2[CH:9]=[CH:8][C@@H:7]([OH:45])[CH2:6][C@@H:5]([OH:46])[CH2:4][C:3]([O-:47])=[O:2])=[CH:20][CH:19]=1.